Predict the reactants needed to synthesize the given product. From a dataset of Full USPTO retrosynthesis dataset with 1.9M reactions from patents (1976-2016). (1) Given the product [Cl:1][C:2]1[C:7]([O:8][CH3:9])=[CH:6][C:5]([Cl:10])=[CH:4][C:3]=1[S:11][CH2:24][C:25](=[O:31])[CH2:26][C:27]([O:29][CH3:30])=[O:28], predict the reactants needed to synthesize it. The reactants are: [Cl:1][C:2]1[C:7]([O:8][CH3:9])=[CH:6][C:5]([Cl:10])=[CH:4][C:3]=1[SH:11].CN(C=O)C.C([O-])([O-])=O.[K+].[K+].Cl[CH2:24][C:25](=[O:31])[CH2:26][C:27]([O:29][CH3:30])=[O:28]. (2) Given the product [Cl:5][C:6]1[C:7]([CH2:2][C:1]([NH2:4])=[O:3])=[CH:8][C:9]2[C:14]([CH:15]=1)=[CH:13][CH:12]=[CH:11][C:10]=2[CH2:16][N:17]([CH3:19])[CH3:18], predict the reactants needed to synthesize it. The reactants are: [C:1]([NH2:4])(=[O:3])[CH3:2].[Cl:5][C:6]1[C:7](CC#N)=[CH:8][C:9]2[C:14]([CH:15]=1)=[CH:13][CH:12]=[CH:11][C:10]=2[CH2:16][N:17]([CH3:19])[CH3:18]. (3) Given the product [Cl:24][C:25]1[CH:31]=[CH:30][C:28]([NH:29][C:14]2[C:15]3[C:16](=[CH:18][CH:19]=[CH:20][CH:21]=3)[N:17]=[C:11]([C:1]3[C:10]4[C:5](=[CH:6][CH:7]=[CH:8][CH:9]=4)[CH:4]=[CH:3][N:2]=3)[N:23]=2)=[CH:27][CH:26]=1, predict the reactants needed to synthesize it. The reactants are: [C:1]1([C:11](O)=O)[C:10]2[C:5](=[CH:6][CH:7]=[CH:8][CH:9]=2)[CH:4]=[CH:3][N:2]=1.[C:14]([NH2:23])(=O)[C:15]1[C:16](=[CH:18][CH:19]=[CH:20][CH:21]=1)[NH2:17].[Cl:24][C:25]1[CH:31]=[CH:30][C:28]([NH2:29])=[CH:27][CH:26]=1.